This data is from Forward reaction prediction with 1.9M reactions from USPTO patents (1976-2016). The task is: Predict the product of the given reaction. Given the reactants [CH3:1][O:2][C:3]([C:5]1[NH:14][C:8]2=[CH:9][N:10]=[CH:11][C:12]([Br:13])=[C:7]2[CH:6]=1)=[O:4].C([O-])([O-])=O.[K+].[K+].[CH2:21]([O:23][C:24](=[O:28])[CH2:25]CBr)[CH3:22], predict the reaction product. The product is: [CH3:1][O:2][C:3]([C:5]1[N:14]([CH2:25][C:24]([O:23][CH2:21][CH3:22])=[O:28])[C:8]2=[CH:9][N:10]=[CH:11][C:12]([Br:13])=[C:7]2[CH:6]=1)=[O:4].